From a dataset of Catalyst prediction with 721,799 reactions and 888 catalyst types from USPTO. Predict which catalyst facilitates the given reaction. Reactant: Br[CH2:2][C:3]1[C:4]([Cl:12])=[C:5]([CH:9]=[CH:10][CH:11]=1)[C:6]([OH:8])=[O:7].[C-:13]#[N:14].[K+].Cl.C#N. Product: [Cl:12][C:4]1[C:3]([CH2:2][C:13]#[N:14])=[CH:11][CH:10]=[CH:9][C:5]=1[C:6]([OH:8])=[O:7]. The catalyst class is: 18.